Dataset: Reaction yield outcomes from USPTO patents with 853,638 reactions. Task: Predict the reaction yield, written as a fraction of the theoretical maximum amount of product (1.0 means a 100% yield; for example, 0.34 means a 34% yield). The reactants are [Cl:1][C:2]1[CH:3]=[C:4]([C:12]([F:19])([F:18])[C:13]([O:15]CC)=[O:14])[CH:5]=[CH:6][C:7]=1[O:8][CH:9]([CH3:11])[CH3:10].CO.O.O.[OH-].[Li+]. The catalyst is O1CCCC1. The product is [Cl:1][C:2]1[CH:3]=[C:4]([C:12]([F:18])([F:19])[C:13]([OH:15])=[O:14])[CH:5]=[CH:6][C:7]=1[O:8][CH:9]([CH3:11])[CH3:10]. The yield is 0.740.